Dataset: Clinical trial toxicity outcomes and FDA approval status for drugs. Task: Regression/Classification. Given a drug SMILES string, predict its toxicity properties. Task type varies by dataset: regression for continuous values (e.g., LD50, hERG inhibition percentage) or binary classification for toxic/non-toxic outcomes (e.g., AMES mutagenicity, cardiotoxicity, hepatotoxicity). Dataset: clintox. (1) The molecule is CC1(C)S[C@@H]2[C@H](NC(=O)[C@H]([NH3+])c3ccccc3)C(=O)N2[C@H]1C(=O)[O-]. The result is 0 (passed clinical trial). (2) The molecule is C[C@H]1C[NH+](C[C@H](Cc2ccccc2)C(=O)NCC(=O)[O-])CC[C@@]1(C)c1cccc(O)c1. The result is 0 (passed clinical trial). (3) The drug is [NH3+]CC(CC(=O)[O-])c1ccc(Cl)cc1. The result is 0 (passed clinical trial). (4) The molecule is Cc1nc2n(c(=O)c1CC[NH+]1CCC(c3noc4cc(F)ccc34)CC1)CCCC2O. The result is 0 (passed clinical trial). (5) The drug is CC(=O)O[C@]1(C(C)=O)CC[C@H]2[C@@H]3C[C@H](C)C4=CC(=O)CC[C@]4(C)[C@H]3CC[C@@]21C. The result is 0 (passed clinical trial). (6) The compound is Nc1nc(=O)c2c(CCc3ccc(C(=O)N[C@@H](CCC(=O)O)C(=O)O)cc3)c[nH]c2[nH]1. The result is 1 (failed clinical trial for toxicity). (7) The drug is S=P(N1CC1)(N1CC1)N1CC1. The result is 0 (passed clinical trial). (8) The drug is CNC(=O)c1c(C)c(C(=O)[O-])c(I)c(NC(C)=O)c1I. The result is 0 (passed clinical trial). (9) The compound is CCP(CC)(CC)=[Au]S[C@@H]1O[C@H](COC(C)=O)[C@@H](OC(C)=O)[C@H](OC(C)=O)[C@H]1OC(C)=O. The result is 0 (passed clinical trial).